The task is: Predict which catalyst facilitates the given reaction.. This data is from Catalyst prediction with 721,799 reactions and 888 catalyst types from USPTO. (1) The catalyst class is: 9. Product: [CH:1]1([N:6]2[CH2:12][C:11]([F:13])([F:14])[C:10](=[O:15])[N:9]([CH3:16])[C:8]3[CH:17]=[N:18][C:19]([NH:21][C:22]4[CH:30]=[CH:29][C:25]([C:26]([NH:33][CH3:37])=[O:27])=[CH:24][C:23]=4[F:31])=[N:20][C:7]2=3)[CH2:5][CH2:4][CH2:3][CH2:2]1. Reactant: [CH:1]1([N:6]2[CH2:12][C:11]([F:14])([F:13])[C:10](=[O:15])[N:9]([CH3:16])[C:8]3[CH:17]=[N:18][C:19]([NH:21][C:22]4[CH:30]=[CH:29][C:25]([C:26](O)=[O:27])=[CH:24][C:23]=4[F:31])=[N:20][C:7]2=3)[CH2:5][CH2:4][CH2:3][CH2:2]1.O[N:33]1[C:37]2C=CC=CC=2N=N1.F[P-](F)(F)(F)(F)F.CN(C(N(C)C)=[N+]1C2C=CC=CC=2[N+]([O-])=N1)C.C(N(C(C)C)CC)(C)C.Cl.CN. (2) Reactant: [CH3:1][O:2][C:3](=[O:36])[C@H:4]([NH:25]C(OCC1C=CC=CC=1)=O)[CH2:5][C:6]1[CH:24]=[CH:23][C:9]2[N:10]=[C:11]([CH3:22])[N:12]([S:13]([CH2:16][CH2:17][Si:18]([CH3:21])([CH3:20])[CH3:19])(=[O:15])=[O:14])[C:8]=2[CH:7]=1.COC(=O)[C@H](NC(OCC1C=CC=CC=1)=O)CC1C=CC2N(S(CC[Si](C)(C)C)(=O)=O)C(C)=NC=2C=1.[H][H]. Product: [CH3:1][O:2][C:3](=[O:36])[C@H:4]([NH2:25])[CH2:5][C:6]1[CH:24]=[CH:23][C:9]2[N:10]=[C:11]([CH3:22])[N:12]([S:13]([CH2:16][CH2:17][Si:18]([CH3:19])([CH3:21])[CH3:20])(=[O:14])=[O:15])[C:8]=2[CH:7]=1. The catalyst class is: 43. (3) Reactant: [CH3:1][O:2][C:3]1[CH:11]=[CH:10][C:9]([C:12](=[O:14])[CH3:13])=[CH:8][C:4]=1[C:5]([OH:7])=O.C1C=CC2N(O)N=NC=2C=1.O.C(Cl)CCl.[F:30][C:31]([F:41])([F:40])[C:32]1[CH:39]=[CH:38][C:35]([CH2:36][NH2:37])=[CH:34][CH:33]=1. Product: [C:12]([C:9]1[CH:10]=[CH:11][C:3]([O:2][CH3:1])=[C:4]([CH:8]=1)[C:5]([NH:37][CH2:36][C:35]1[CH:34]=[CH:33][C:32]([C:31]([F:30])([F:40])[F:41])=[CH:39][CH:38]=1)=[O:7])(=[O:14])[CH3:13]. The catalyst class is: 59.